From a dataset of Forward reaction prediction with 1.9M reactions from USPTO patents (1976-2016). Predict the product of the given reaction. (1) Given the reactants Cl.Cl.Cl.[NH2:4][CH2:5][CH2:6][N:7]1[C:15]2[C:14]([NH:16][C:17]3[CH:22]=[CH:21][C:20]([O:23][C:24]4[CH:29]=[CH:28][CH:27]=[C:26]([NH2:30])[CH:25]=4)=[C:19]([Cl:31])[CH:18]=3)=[N:13][CH:12]=[N:11][C:10]=2[CH:9]=[CH:8]1.[CH3:32][C:33]([S:38]([CH3:41])(=[O:40])=[O:39])([CH3:37])[C:34](O)=[O:35].Cl.C(N=C=NCCCN(C)C)C.ON1C2C=CC=CC=2N=N1, predict the reaction product. The product is: [NH2:30][C:26]1[CH:25]=[C:24]([CH:29]=[CH:28][CH:27]=1)[O:23][C:20]1[CH:21]=[CH:22][C:17]([NH:16][C:14]2[C:15]3[N:7]([CH2:6][CH2:5][NH:4][C:34](=[O:35])[C:33]([CH3:37])([S:38]([CH3:41])(=[O:40])=[O:39])[CH3:32])[CH:8]=[CH:9][C:10]=3[N:11]=[CH:12][N:13]=2)=[CH:18][C:19]=1[Cl:31]. (2) Given the reactants [CH2:1]([O:8][C:9]1[CH:10]=[C:11]2[C:16](=[CH:17][CH:18]=1)[C:15]([O:19][C:20]1[CH:25]=[CH:24][C:23]([O:26][CH2:27][CH2:28][N:29]3[CH2:34][CH2:33][CH2:32][CH2:31][CH2:30]3)=[CH:22][CH:21]=1)=[C:14](OS(C(F)(F)F)(=O)=O)[CH:13]=[CH:12]2)[C:2]1[CH:7]=[CH:6][CH:5]=[CH:4][CH:3]=1.[CH3:43][N:44]1[C:52](=[O:53])[C:51]2[C:46](=[CH:47][CH:48]=[C:49](B3OC(C)(C)C(C)(C)O3)[CH:50]=2)[C:45]1=[O:63].C1(P(C2CCCCC2)C2CCCCC2)CCCCC1.[F-].[Cs+], predict the reaction product. The product is: [CH2:1]([O:8][C:9]1[CH:10]=[C:11]2[C:16](=[CH:17][CH:18]=1)[C:15]([O:19][C:20]1[CH:25]=[CH:24][C:23]([O:26][CH2:27][CH2:28][N:29]3[CH2:34][CH2:33][CH2:32][CH2:31][CH2:30]3)=[CH:22][CH:21]=1)=[C:14]([C:49]1[CH:50]=[C:51]3[C:46](=[CH:47][CH:48]=1)[C:45](=[O:63])[N:44]([CH3:43])[C:52]3=[O:53])[CH:13]=[CH:12]2)[C:2]1[CH:3]=[CH:4][CH:5]=[CH:6][CH:7]=1. (3) Given the reactants [Cl:1][C:2]1[N:7]=[CH:6][C:5]([CH2:8][C:9]([CH3:18])([C:14]([O:16]C)=[O:15])[C:10]([O:12]C)=[O:11])=[CH:4][CH:3]=1.O.[OH-].[Li+].Cl, predict the reaction product. The product is: [Cl:1][C:2]1[N:7]=[CH:6][C:5]([CH2:8][C:9]([CH3:18])([C:14]([OH:16])=[O:15])[C:10]([OH:12])=[O:11])=[CH:4][CH:3]=1. (4) Given the reactants [CH3:1][C:2]1[N:7]=[C:6]([C:8]2[CH:13]=[CH:12][N:11]=[C:10]([C:14]3[CH:15]=[C:16]([NH2:20])[CH:17]=[CH:18][CH:19]=3)[N:9]=2)[CH:5]=[C:4]([C:21]2[CH:26]=[CH:25][C:24]([C:27]([F:30])([F:29])[F:28])=[CH:23][CH:22]=2)[CH:3]=1.[CH3:31][S:32](Cl)(=[O:34])=[O:33], predict the reaction product. The product is: [CH3:1][C:2]1[N:7]=[C:6]([C:8]2[CH:13]=[CH:12][N:11]=[C:10]([C:14]3[CH:15]=[C:16]([NH:20][S:32]([CH3:31])(=[O:34])=[O:33])[CH:17]=[CH:18][CH:19]=3)[N:9]=2)[CH:5]=[C:4]([C:21]2[CH:26]=[CH:25][C:24]([C:27]([F:30])([F:28])[F:29])=[CH:23][CH:22]=2)[CH:3]=1.